The task is: Predict which catalyst facilitates the given reaction.. This data is from Catalyst prediction with 721,799 reactions and 888 catalyst types from USPTO. (1) Reactant: [F:1][C:2]1[CH:53]=[CH:52][C:5]([C:6](/[N:8]=[C:9]2\[NH:10][C:11]3[CH:40]=[CH:39][C:38]([CH2:41][N:42]4[CH2:47][CH2:46][CH:45]([C:48]([OH:51])([CH3:50])[CH3:49])[CH2:44][CH2:43]4)=[CH:37][C:12]=3[N:13]\2[C@@H:14]2[CH2:19][CH2:18][C@H:17]([C:20]([N:22]3[CH:27]4[CH2:28][CH2:29][CH:23]3[CH2:24][N:25](C(OC(C)(C)C)=O)[CH2:26]4)=[O:21])[CH2:16][CH2:15]2)=[O:7])=[CH:4][CH:3]=1.[ClH:54].O1CCOCC1. Product: [ClH:54].[ClH:54].[CH:23]12[N:22]([C:20]([C@@H:17]3[CH2:18][CH2:19][C@H:14]([N:13]4[C:12]5[CH:37]=[C:38]([CH2:41][N:42]6[CH2:43][CH2:44][CH:45]([C:48]([OH:51])([CH3:50])[CH3:49])[CH2:46][CH2:47]6)[CH:39]=[CH:40][C:11]=5[NH:10]/[C:9]/4=[N:8]\[C:6](=[O:7])[C:5]4[CH:52]=[CH:53][C:2]([F:1])=[CH:3][CH:4]=4)[CH2:15][CH2:16]3)=[O:21])[CH:27]([CH2:28][CH2:29]1)[CH2:26][NH:25][CH2:24]2. The catalyst class is: 2. (2) Reactant: Br[C:2]1[CH:7]=[CH:6][C:5]([S:8]([N:11]2[CH2:25][CH2:24][C:14]3([O:19][CH2:18][C:17](=[O:20])[N:16]([CH:21]4[CH2:23][CH2:22]4)[CH2:15]3)[CH2:13][CH2:12]2)(=[O:10])=[O:9])=[CH:4][CH:3]=1.CC1(C)C(C)(C)OB(B2OC(C)(C)C(C)(C)O2)O1.C([O-])(=O)C.[K+].Br[C:50]1[CH:59]=[CH:58][C:57]2[C:52](=[CH:53][CH:54]=[C:55]([F:60])[CH:56]=2)[CH:51]=1.C(=O)([O-])[O-].[K+].[K+]. Product: [CH:21]1([N:16]2[CH2:15][C:14]3([CH2:24][CH2:25][N:11]([S:8]([C:5]4[CH:6]=[CH:7][C:2]([C:50]5[CH:59]=[CH:58][C:57]6[C:52](=[CH:53][CH:54]=[C:55]([F:60])[CH:56]=6)[CH:51]=5)=[CH:3][CH:4]=4)(=[O:10])=[O:9])[CH2:12][CH2:13]3)[O:19][CH2:18][C:17]2=[O:20])[CH2:23][CH2:22]1. The catalyst class is: 819. (3) Reactant: [C:1](#[N:5])[CH2:2][C:3]#[N:4].[H-].[Na+].[CH:8]1([C:14](Cl)=O)[CH2:13][CH2:12][CH2:11][CH2:10][CH2:9]1.S(OC)(OC)(=O)=O.C(N(CC)CC)C.[CH3:31][NH:32][NH2:33]. Product: [NH2:4][C:3]1[N:32]([CH3:31])[N:33]=[C:14]([CH:8]2[CH2:13][CH2:12][CH2:11][CH2:10][CH2:9]2)[C:2]=1[C:1]#[N:5]. The catalyst class is: 7. (4) Product: [C:11]([O:10][C:8]([C@@H:6]1[CH2:7][C@H:4]([C:1]([OH:3])=[O:17])[C:5]1([CH3:16])[CH3:15])=[O:9])([CH3:14])([CH3:13])[CH3:12]. The catalyst class is: 12. Reactant: [C:1]([C@H:4]1[CH2:7][C@@H:6]([C:8]([O:10][C:11]([CH3:14])([CH3:13])[CH3:12])=[O:9])[C:5]1([CH3:16])[CH3:15])(=[O:3])C.[O:17](Br)[Na]. (5) Reactant: [Cl:1][C:2]1[N:10]=[C:9]2[C:5]([N:6]=[CH:7][N:8]2[CH:11]2[CH2:15][CH2:14][CH2:13][CH2:12]2)=[C:4](Cl)[N:3]=1.[CH3:17][O:18][C:19]1[C:26]([O:27][CH3:28])=[CH:25][CH:24]=[CH:23][C:20]=1[CH2:21][NH2:22]. Product: [Cl:1][C:2]1[N:10]=[C:9]2[C:5]([N:6]=[CH:7][N:8]2[CH:11]2[CH2:15][CH2:14][CH2:13][CH2:12]2)=[C:4]([NH:22][CH2:21][C:20]2[CH:23]=[CH:24][CH:25]=[C:26]([O:27][CH3:28])[C:19]=2[O:18][CH3:17])[N:3]=1. The catalyst class is: 66. (6) Reactant: [CH3:1][O:2][CH:3]1[CH2:8][CH2:7][CH2:6][CH:5]([C:9](O)=[O:10])[CH2:4]1.C(=O)([O-])O.[Na+]. Product: [CH3:1][O:2][CH:3]1[CH2:8][CH2:7][CH2:6][CH:5]([CH2:9][OH:10])[CH2:4]1. The catalyst class is: 7. (7) Reactant: [CH3:1][N:2]1[C:6]([CH:7]2[CH2:13][O:12][CH2:11][CH:10]([OH:14])[CH2:9][CH2:8]2)=[C:5]([N+:15]([O-:17])=[O:16])[CH:4]=[N:3]1.CC(OI1(OC(C)=O)(OC(C)=O)OC(=O)C2C=CC=CC1=2)=O.C(=O)(O)[O-].[Na+]. Product: [CH3:1][N:2]1[C:6]([CH:7]2[CH2:13][O:12][CH2:11][C:10](=[O:14])[CH2:9][CH2:8]2)=[C:5]([N+:15]([O-:17])=[O:16])[CH:4]=[N:3]1. The catalyst class is: 2.